Dataset: Full USPTO retrosynthesis dataset with 1.9M reactions from patents (1976-2016). Task: Predict the reactants needed to synthesize the given product. Given the product [CH2:3]([O:10][CH2:11][C:12]([CH2:24][O:25][CH2:26][C:27]1[CH:28]=[CH:29][CH:30]=[CH:31][CH:32]=1)([CH3:23])[C:13]([OH:15])=[O:14])[C:4]1[CH:5]=[CH:6][CH:7]=[CH:8][CH:9]=1, predict the reactants needed to synthesize it. The reactants are: [OH-].[Na+].[CH2:3]([O:10][CH2:11][C:12]([CH2:24][O:25][CH2:26][C:27]1[CH:32]=[CH:31][CH:30]=[CH:29][CH:28]=1)([CH3:23])[C:13]([O:15]CC1C=CC=CC=1)=[O:14])[C:4]1[CH:9]=[CH:8][CH:7]=[CH:6][CH:5]=1.O.C(OCC)(=O)C.